Dataset: Forward reaction prediction with 1.9M reactions from USPTO patents (1976-2016). Task: Predict the product of the given reaction. Given the reactants C1(P([N:15]=[N+:16]=[N-:17])(C2C=CC=CC=2)=O)C=CC=CC=1.N12CCCN=C1CCCCC2.[CH3:29][C:30]1[O:34][C:33]([CH:35]([CH:37]2[CH2:41][CH2:40][CH2:39][S:38]2)O)=[CH:32][CH:31]=1.O, predict the reaction product. The product is: [N:15]([CH:35]([CH:37]1[CH2:41][CH2:40][CH2:39][S:38]1)[C:33]1[O:34][C:30]([CH3:29])=[CH:31][CH:32]=1)=[N+:16]=[N-:17].